This data is from Full USPTO retrosynthesis dataset with 1.9M reactions from patents (1976-2016). The task is: Predict the reactants needed to synthesize the given product. (1) Given the product [Br:8][C:9]1[CH:10]=[CH:11][C:12]2[S:15](=[O:17])(=[O:16])[NH:18][C:5](=[O:6])[C:7]=2[CH:14]=1, predict the reactants needed to synthesize it. The reactants are: CC(O[C:5]([CH3:7])=[O:6])=O.[Br:8][C:9]1[CH:14]=C[C:12]([S:15]([NH2:18])(=[O:17])=[O:16])=[C:11](C)[CH:10]=1. (2) Given the product [CH3:1][O:2][C:3]1[CH:22]=[CH:21][C:6]([CH2:7][N:8]2[C:16]3[C:11](=[CH:12][C:13]([NH:17][C:34]([C:32]4[N:33]=[C:29]([C:23]5[CH:28]=[CH:27][CH:26]=[CH:25][CH:24]=5)[O:30][C:31]=4[C:37]([F:39])([F:40])[F:38])=[O:35])=[CH:14][CH:15]=3)[C:10](=[O:20])[NH:9]2)=[CH:5][CH:4]=1, predict the reactants needed to synthesize it. The reactants are: [CH3:1][O:2][C:3]1[CH:22]=[CH:21][C:6]([CH2:7][N:8]2[C:16]3[C:11](=[CH:12][C:13]([N+:17]([O-])=O)=[CH:14][CH:15]=3)[C:10](=[O:20])[NH:9]2)=[CH:5][CH:4]=1.[C:23]1([C:29]2[O:30][C:31]([C:37]([F:40])([F:39])[F:38])=[C:32]([C:34](O)=[O:35])[N:33]=2)[CH:28]=[CH:27][CH:26]=[CH:25][CH:24]=1.COC1C=C(C=CC=1)CN1C2C(=CC(NC(C3N=C(C4C=CC=CC=4)OC=3C(F)(F)F)=O)=CC=2)C(=O)N1. (3) The reactants are: [CH:1]1([C:6]2[N:11]=[CH:10][C:9]([C:12]3[CH:13]=[N:14][CH:15]=[C:16]([CH3:18])[CH:17]=3)=[CH:8][C:7]=2[C:19]([O:21]C)=[O:20])[CH2:5][CH2:4][CH2:3][CH2:2]1.[OH-].[Na+:24]. Given the product [CH:1]1([C:6]2[N:11]=[CH:10][C:9]([C:12]3[CH:13]=[N:14][CH:15]=[C:16]([CH3:18])[CH:17]=3)=[CH:8][C:7]=2[C:19]([O-:21])=[O:20])[CH2:2][CH2:3][CH2:4][CH2:5]1.[Na+:24], predict the reactants needed to synthesize it. (4) Given the product [NH2:3][CH2:12][CH2:13][CH2:14][O:15][C:16]1[CH:17]=[CH:18][C:19]([C:22]2[CH:23]=[C:24]([C:30]#[N:31])[C:25](=[O:29])[NH:26][C:27]=2[CH3:28])=[CH:20][CH:21]=1, predict the reactants needed to synthesize it. The reactants are: O=C1C2C(=CC=CC=2)C(=O)[N:3]1[CH2:12][CH2:13][CH2:14][O:15][C:16]1[CH:21]=[CH:20][C:19]([C:22]2[CH:23]=[C:24]([C:30]#[N:31])[C:25](=[O:29])[NH:26][C:27]=2[CH3:28])=[CH:18][CH:17]=1.CN. (5) Given the product [Cl:52][C:49]1[CH:50]=[CH:51][C:46]([CH2:45][C@@H:41]([NH:40][C:38](=[O:39])[O:37][C:33]([CH3:35])([CH3:34])[CH3:36])[C:42]([N:15]2[CH2:16][CH2:17][N:12]([C:18]3[CH:23]=[CH:22][N:21]=[C:20]4[NH:24][N:25]=[C:26]([O:27][CH2:28][CH:29]([OH:32])[CH2:30][OH:31])[C:19]=34)[CH2:13][CH2:14]2)=[O:43])=[CH:47][CH:48]=1, predict the reactants needed to synthesize it. The reactants are: CCN(C(C)C)C(C)C.Cl.Cl.[N:12]1([C:18]2[CH:23]=[CH:22][N:21]=[C:20]3[NH:24][N:25]=[C:26]([O:27][CH2:28][CH:29]([OH:32])[CH2:30][OH:31])[C:19]=23)[CH2:17][CH2:16][NH:15][CH2:14][CH2:13]1.[C:33]([O:37][C:38]([NH:40][C@H:41]([CH2:45][C:46]1[CH:51]=[CH:50][C:49]([Cl:52])=[CH:48][CH:47]=1)[C:42](O)=[O:43])=[O:39])([CH3:36])([CH3:35])[CH3:34].CN(C(ON1N=NC2C=CC=CC1=2)=[N+](C)C)C.[B-](F)(F)(F)F. (6) Given the product [F:26][C:17]1[C:16]([O:15][C:9]2[C:8]3=[C:7]([CH3:27])[C:6]([CH2:4][OH:3])=[CH:14][N:13]3[N:12]=[CH:11][N:10]=2)=[CH:24][CH:23]=[C:22]2[C:18]=1[CH:19]=[C:20]([CH3:25])[NH:21]2, predict the reactants needed to synthesize it. The reactants are: C([O:3][C:4]([C:6]1[C:7]([CH3:27])=[C:8]2[N:13]([CH:14]=1)[N:12]=[CH:11][N:10]=[C:9]2[O:15][C:16]1[C:17]([F:26])=[C:18]2[C:22](=[CH:23][CH:24]=1)[NH:21][C:20]([CH3:25])=[CH:19]2)=O)C.CC(C[AlH]CC(C)C)C.C(O)C.